From a dataset of Peptide-MHC class I binding affinity with 185,985 pairs from IEDB/IMGT. Regression. Given a peptide amino acid sequence and an MHC pseudo amino acid sequence, predict their binding affinity value. This is MHC class I binding data. (1) The peptide sequence is YVLDHLIVV. The binding affinity (normalized) is 0.0893. The MHC is HLA-A68:01 with pseudo-sequence HLA-A68:01. (2) The peptide sequence is YSQGAFTPL. The MHC is HLA-A30:01 with pseudo-sequence HLA-A30:01. The binding affinity (normalized) is 0.213. (3) The peptide sequence is FLMRNAIQY. The MHC is HLA-A02:01 with pseudo-sequence HLA-A02:01. The binding affinity (normalized) is 0.488. (4) The peptide sequence is MALMKLAAL. The MHC is Patr-B1301 with pseudo-sequence YYSEYRNIYAQTDVSNLYLSYEYYTWAVRAYTWY. The binding affinity (normalized) is 0.705. (5) The peptide sequence is YSQTMLLKDL. The MHC is H-2-Kb with pseudo-sequence H-2-Kb. The binding affinity (normalized) is 0. (6) The MHC is HLA-A02:19 with pseudo-sequence HLA-A02:19. The binding affinity (normalized) is 0.259. The peptide sequence is ALPGPDGVV. (7) The peptide sequence is FEFILRYGD. The MHC is HLA-A02:12 with pseudo-sequence HLA-A02:12. The binding affinity (normalized) is 0.0847. (8) The MHC is HLA-B08:03 with pseudo-sequence HLA-B08:03. The peptide sequence is SHEQGDIAL. The binding affinity (normalized) is 0.0847.